Dataset: NCI-60 drug combinations with 297,098 pairs across 59 cell lines. Task: Regression. Given two drug SMILES strings and cell line genomic features, predict the synergy score measuring deviation from expected non-interaction effect. (1) Drug 1: C1CC(=O)NC(=O)C1N2CC3=C(C2=O)C=CC=C3N. Drug 2: N.N.Cl[Pt+2]Cl. Cell line: SF-539. Synergy scores: CSS=2.81, Synergy_ZIP=3.37, Synergy_Bliss=-0.780, Synergy_Loewe=-0.178, Synergy_HSA=0.0344. (2) Drug 1: CC1C(C(CC(O1)OC2CC(CC3=C2C(=C4C(=C3O)C(=O)C5=C(C4=O)C(=CC=C5)OC)O)(C(=O)C)O)N)O.Cl. Drug 2: CC1=C(C(=O)C2=C(C1=O)N3CC4C(C3(C2COC(=O)N)OC)N4)N. Cell line: NCI-H460. Synergy scores: CSS=51.8, Synergy_ZIP=-4.31, Synergy_Bliss=-8.55, Synergy_Loewe=-12.4, Synergy_HSA=-4.91. (3) Drug 1: CC1=C(C=C(C=C1)NC2=NC=CC(=N2)N(C)C3=CC4=NN(C(=C4C=C3)C)C)S(=O)(=O)N.Cl. Drug 2: CC(C)CN1C=NC2=C1C3=CC=CC=C3N=C2N. Cell line: MDA-MB-435. Synergy scores: CSS=-4.42, Synergy_ZIP=2.74, Synergy_Bliss=0.274, Synergy_Loewe=-2.32, Synergy_HSA=-3.76. (4) Drug 1: CNC(=O)C1=NC=CC(=C1)OC2=CC=C(C=C2)NC(=O)NC3=CC(=C(C=C3)Cl)C(F)(F)F. Drug 2: C1C(C(OC1N2C=NC(=NC2=O)N)CO)O. Cell line: SN12C. Synergy scores: CSS=-12.0, Synergy_ZIP=1.81, Synergy_Bliss=-3.98, Synergy_Loewe=-18.4, Synergy_HSA=-16.3. (5) Drug 1: CN(C(=O)NC(C=O)C(C(C(CO)O)O)O)N=O. Drug 2: C1CCC(C(C1)N)N.C(=O)(C(=O)[O-])[O-].[Pt+4]. Cell line: SNB-19. Synergy scores: CSS=3.42, Synergy_ZIP=-6.49, Synergy_Bliss=-12.4, Synergy_Loewe=-12.1, Synergy_HSA=-11.3. (6) Drug 1: CC1=C2C(C(=O)C3(C(CC4C(C3C(C(C2(C)C)(CC1OC(=O)C(C(C5=CC=CC=C5)NC(=O)OC(C)(C)C)O)O)OC(=O)C6=CC=CC=C6)(CO4)OC(=O)C)OC)C)OC. Drug 2: CN(CC1=CN=C2C(=N1)C(=NC(=N2)N)N)C3=CC=C(C=C3)C(=O)NC(CCC(=O)O)C(=O)O. Cell line: MALME-3M. Synergy scores: CSS=16.8, Synergy_ZIP=-5.13, Synergy_Bliss=-6.14, Synergy_Loewe=-13.5, Synergy_HSA=-6.11. (7) Drug 1: CC1CCCC2(C(O2)CC(NC(=O)CC(C(C(=O)C(C1O)C)(C)C)O)C(=CC3=CSC(=N3)C)C)C. Drug 2: COCCOC1=C(C=C2C(=C1)C(=NC=N2)NC3=CC=CC(=C3)C#C)OCCOC.Cl. Cell line: UACC-257. Synergy scores: CSS=53.4, Synergy_ZIP=6.27, Synergy_Bliss=8.77, Synergy_Loewe=-24.1, Synergy_HSA=5.79.